From a dataset of Catalyst prediction with 721,799 reactions and 888 catalyst types from USPTO. Predict which catalyst facilitates the given reaction. (1) Reactant: [N:1]1[CH:2]=[C:3]([S:10][C:11]2[CH:20]=[CH:19][C:14]3[N:15]=[C:16]([NH2:18])[S:17][C:13]=3[CH:12]=2)[N:4]2[CH:9]=[CH:8][CH:7]=[N:6][C:5]=12.[CH2:21]([N:23]([CH2:28][CH3:29])[CH2:24][C:25](O)=[O:26])[CH3:22].Cl.Cl.CN(C)CCCN=C=NCC. Product: [CH2:21]([N:23]([CH2:28][CH3:29])[CH2:24][C:25]([NH:18][C:16]1[S:17][C:13]2[CH:12]=[C:11]([S:10][C:3]3[N:4]4[CH:9]=[CH:8][CH:7]=[N:6][C:5]4=[N:1][CH:2]=3)[CH:20]=[CH:19][C:14]=2[N:15]=1)=[O:26])[CH3:22]. The catalyst class is: 17. (2) The catalyst class is: 5. Product: [F:26][C:2]([F:1])([F:25])[C:3]1[CH:24]=[CH:23][CH:22]=[CH:21][C:4]=1[O:5][C@H:6]1[CH2:10][CH2:9][N:8]([C:11]2[N:16]=[N:15][C:14]([C:17]([NH:27][NH2:28])=[O:19])=[CH:13][CH:12]=2)[CH2:7]1. Reactant: [F:1][C:2]([F:26])([F:25])[C:3]1[CH:24]=[CH:23][CH:22]=[CH:21][C:4]=1[O:5][C@H:6]1[CH2:10][CH2:9][N:8]([C:11]2[N:16]=[N:15][C:14]([C:17]([O:19]C)=O)=[CH:13][CH:12]=2)[CH2:7]1.[NH2:27][NH2:28]. (3) The catalyst class is: 7. Reactant: [NH2:1][C:2]1[C:7]([O:8][CH3:9])=[CH:6][CH:5]=[CH:4][C:3]=1[OH:10].[C:11](N1C=CN=C1)(=[O:13])[CH3:12]. Product: [OH:10][C:3]1[CH:4]=[CH:5][CH:6]=[C:7]([O:8][CH3:9])[C:2]=1[NH:1][C:11](=[O:13])[CH3:12]. (4) Reactant: [Si]([O:8][C@H:9]1[CH2:14][C@H:13]([N:15]2[CH:23]=[N:22][C:21]3[C:16]2=[N:17][C:18]([NH2:25])=[N:19][C:20]=3Cl)[CH:12]=[CH:11][C@@H:10]1[CH2:26][O:27][Si](C(C)(C)C)(C)C)(C(C)(C)C)(C)C.C(O)(C(F)(F)F)=[O:36].O. Product: [OH:8][C@H:9]1[CH2:14][C@H:13]([N:15]2[CH:23]=[N:22][C:21]3[C:20](=[O:36])[NH:19][C:18]([NH2:25])=[N:17][C:16]2=3)[CH:12]=[CH:11][C@@H:10]1[CH2:26][OH:27]. The catalyst class is: 5.